Dataset: Full USPTO retrosynthesis dataset with 1.9M reactions from patents (1976-2016). Task: Predict the reactants needed to synthesize the given product. Given the product [Si:1]([O:8][C@@H:9]1[CH2:10][CH2:11][C@H:12]([C:15]2[C:26](=[O:27])[O:19][C:17](=[O:18])[C:16]=2[CH:21]2[CH2:22][CH2:23][CH2:24][CH2:25]2)[CH2:13][CH2:14]1)([C:4]([CH3:7])([CH3:5])[CH3:6])([CH3:3])[CH3:2], predict the reactants needed to synthesize it. The reactants are: [Si:1]([O:8][CH:9]1[CH2:14][CH2:13][CH:12]([CH:15]([C:26](O)=[O:27])[C:16]([CH:21]2[CH2:25][CH2:24][CH2:23][CH2:22]2)(O)[C:17]([OH:19])=[O:18])[CH2:11][CH2:10]1)([C:4]([CH3:7])([CH3:6])[CH3:5])([CH3:3])[CH3:2].